From a dataset of Catalyst prediction with 721,799 reactions and 888 catalyst types from USPTO. Predict which catalyst facilitates the given reaction. (1) Reactant: [CH3:1][S:2][CH2:3][CH2:4][NH2:5].C(N(CC)CC)C.[F:13][C:14]1[CH:19]=[C:18]([S:20][C:21]([F:24])([F:23])[F:22])[CH:17]=[CH:16][C:15]=1[N:25]([CH3:29])[C:26](Cl)=[O:27]. Product: [F:13][C:14]1[CH:19]=[C:18]([S:20][C:21]([F:24])([F:23])[F:22])[CH:17]=[CH:16][C:15]=1[N:25]([CH3:29])[C:26]([NH:5][CH2:4][CH2:3][S:2][CH3:1])=[O:27]. The catalyst class is: 282. (2) Reactant: [CH3:1][N:2]1[CH:6]=[CH:5][CH:4]=[N:3]1.C([Li])CCCCC.C(O[B:18]1[O:22][C:21]([CH3:24])([CH3:23])[C:20]([CH3:26])([CH3:25])[O:19]1)(C)C.C(O)(=O)C. Product: [CH3:1][N:2]1[C:6]([B:18]2[O:22][C:21]([CH3:24])([CH3:23])[C:20]([CH3:26])([CH3:25])[O:19]2)=[CH:5][CH:4]=[N:3]1. The catalyst class is: 30. (3) Reactant: C(N(CC)C(C)C)(C)C.[C:10]([O:17][C:18]([O:20][C:21]([CH3:24])([CH3:23])[CH3:22])=[O:19])(OC(C)(C)C)=O.C(=O)[C:26]1[C:27](=[CH:29][CH:30]=[CH:31][CH:32]=1)[OH:28].Cl. Product: [C:21]([O:20][C:18]([O:17][C:10]1[CH:29]=[CH:30][CH:31]=[CH:32][C:26]=1[CH:27]=[O:28])=[O:19])([CH3:22])([CH3:23])[CH3:24]. The catalyst class is: 7. (4) Reactant: [F:1][C:2]1[CH:11]=[C:10]2[C:5]([CH:6]=[CH:7][CH:8]=[N:9]2)=[CH:4][C:3]=1[CH2:12][N:13]1[C:17]2=[N:18][C:19]([C:22](=O)[CH3:23])=[CH:20][CH:21]=[C:16]2[N:15]=[N:14]1.C([O-])(=O)C.[Na+].Cl.[NH2:31][OH:32]. Product: [F:1][C:2]1[CH:11]=[C:10]2[C:5]([CH:6]=[CH:7][CH:8]=[N:9]2)=[CH:4][C:3]=1[CH2:12][N:13]1[C:17]2=[N:18][C:19]([C:22](=[N:31][OH:32])[CH3:23])=[CH:20][CH:21]=[C:16]2[N:15]=[N:14]1. The catalyst class is: 8. (5) The catalyst class is: 24. Reactant: [C:1]([O:5][C:6]([N:8]1[C:16]2[C:11](=[CH:12][CH:13]=[CH:14][CH:15]=2)[C:10]([CH2:17][C@H:18]([NH2:26])[C:19]([O:21][C:22]([CH3:25])([CH3:24])[CH3:23])=[O:20])=[CH:9]1)=[O:7])([CH3:4])([CH3:3])[CH3:2].[CH3:27][O:28][C:29](=[O:40])[C:30](=[CH:35][CH:36]=[CH:37]OC)[C:31](OC)=[O:32].C[O-].[Na+]. Product: [C:1]([O:5][C:6]([N:8]1[C:16]2[C:11](=[CH:12][CH:13]=[CH:14][CH:15]=2)[C:10]([CH2:17][C@@H:18]([C:19]([O:21][C:22]([CH3:25])([CH3:24])[CH3:23])=[O:20])[N:26]2[CH:37]=[CH:36][CH:35]=[C:30]([C:29]([O:28][CH3:27])=[O:40])[C:31]2=[O:32])=[CH:9]1)=[O:7])([CH3:3])([CH3:4])[CH3:2]. (6) Reactant: CS(C)=O.C(Cl)(=O)C(Cl)=O.[OH:11][CH2:12][C@@H:13]1[CH2:18][CH2:17][CH2:16][CH2:15][C@@H:14]1[NH:19][C:20](=[O:26])[O:21][C:22]([CH3:25])([CH3:24])[CH3:23].C(N(CC)CC)C. Product: [CH:12]([C@@H:13]1[CH2:18][CH2:17][CH2:16][CH2:15][C@@H:14]1[NH:19][C:20](=[O:26])[O:21][C:22]([CH3:24])([CH3:23])[CH3:25])=[O:11]. The catalyst class is: 46. (7) The catalyst class is: 107. Product: [Cl:13][C:14]1[CH:22]=[C:21]([Cl:23])[CH:20]=[CH:19][C:15]=1[CH:16]([C:3]([C:4]1[CH:5]=[N:6][C:7]([O:10][CH3:11])=[CH:8][CH:9]=1)=[O:12])[C:17]#[N:18]. Reactant: CO[C:3](=[O:12])[C:4]1[CH:9]=[CH:8][C:7]([O:10][CH3:11])=[N:6][CH:5]=1.[Cl:13][C:14]1[CH:22]=[C:21]([Cl:23])[CH:20]=[CH:19][C:15]=1[CH2:16][C:17]#[N:18].O. (8) Reactant: [C:1]([C:5]1[NH:6][C:7]([C:25]2[CH:30]=[CH:29][C:28]([F:31])=[CH:27][CH:26]=2)=[C:8]([C:10]2[N:15]=[C:14]3[N:16]([CH2:20][C:21]([CH3:24])([CH3:23])[CH3:22])[C:17]([NH2:19])=[N:18][C:13]3=[CH:12][CH:11]=2)[N:9]=1)([CH3:4])([CH3:3])[CH3:2].[C:32]([OH:39])(=[O:38])/[CH:33]=[CH:34]\[C:35]([OH:37])=[O:36]. Product: [C:32]([OH:39])(=[O:38])/[CH:33]=[CH:34]\[C:35]([OH:37])=[O:36].[C:32]([OH:39])(=[O:38])/[CH:33]=[CH:34]\[C:35]([OH:37])=[O:36].[C:1]([C:5]1[NH:6][C:7]([C:25]2[CH:26]=[CH:27][C:28]([F:31])=[CH:29][CH:30]=2)=[C:8]([C:10]2[N:15]=[C:14]3[N:16]([CH2:20][C:21]([CH3:24])([CH3:23])[CH3:22])[C:17]([NH2:19])=[N:18][C:13]3=[CH:12][CH:11]=2)[N:9]=1)([CH3:2])([CH3:3])[CH3:4]. The catalyst class is: 32. (9) Reactant: [OH-].[Na+].CO.C([O:7][C:8](=[O:21])[CH:9]([C@H:15]([CH3:20])[CH2:16][CH2:17][CH2:18][CH3:19])[C:10]([O:12]CC)=[O:11])C.Cl. Product: [CH3:20][C@@H:15]([CH:9]([C:10]([OH:12])=[O:11])[C:8]([OH:21])=[O:7])[CH2:16][CH2:17][CH2:18][CH3:19]. The catalyst class is: 809.